From a dataset of Reaction yield outcomes from USPTO patents with 853,638 reactions. Predict the reaction yield, written as a fraction of the theoretical maximum amount of product (1.0 means a 100% yield; for example, 0.34 means a 34% yield). (1) The product is [O:9]=[C:8]1[C:7]2[CH2:6][CH2:5][N:4]([C:13]([O:15][C:16]([CH3:19])([CH3:18])[CH3:17])=[O:14])[CH2:3][C:2]=2[NH:22][NH:21]1. The catalyst is C(O)C. The reactants are O=[C:2]1[CH:7]([C:8](OCC)=[O:9])[CH2:6][CH2:5][N:4]([C:13]([O:15][C:16]([CH3:19])([CH3:18])[CH3:17])=[O:14])[CH2:3]1.O.[NH2:21][NH2:22]. The yield is 0.860. (2) The catalyst is C1COCC1.CO.O. The reactants are [Li+].[OH-].C[O:4][C:5]([CH:7]1[CH2:12][CH2:11][N:10]([C:13]2[CH:18]=[CH:17][CH:16]=[CH:15][CH:14]=2)[CH2:9][CH2:8]1)=[O:6]. The yield is 0.671. The product is [C:13]1([N:10]2[CH2:11][CH2:12][CH:7]([C:5]([OH:6])=[O:4])[CH2:8][CH2:9]2)[CH:14]=[CH:15][CH:16]=[CH:17][CH:18]=1. (3) The reactants are [CH2:1]([CH:3]([CH2:34][CH3:35])[CH:4]([NH:17][C:18]1[CH:23]=[CH:22][C:21]([C:24]([NH:26][CH2:27][CH2:28][C:29]([O:31]CC)=[O:30])=[O:25])=[CH:20][CH:19]=1)[C:5]1[O:6][C:7]2[CH:14]=[CH:13][C:12]([O:15][CH3:16])=[CH:11][C:8]=2[C:9]=1[CH3:10])[CH3:2].O1CCCC1.[OH-].[Na+]. The catalyst is C(O)C. The product is [CH2:34]([CH:3]([CH2:1][CH3:2])[CH:4]([NH:17][C:18]1[CH:19]=[CH:20][C:21]([C:24]([NH:26][CH2:27][CH2:28][C:29]([OH:31])=[O:30])=[O:25])=[CH:22][CH:23]=1)[C:5]1[O:6][C:7]2[CH:14]=[CH:13][C:12]([O:15][CH3:16])=[CH:11][C:8]=2[C:9]=1[CH3:10])[CH3:35]. The yield is 0.940. (4) The reactants are [CH2:1]([C:4]1[N:5]=[C:6]([NH2:9])[S:7][CH:8]=1)[CH2:2][CH3:3].[Cl:10][C:11]1[C:12]([CH3:21])=[C:13]([S:17](Cl)(=[O:19])=[O:18])[CH:14]=[CH:15][CH:16]=1. No catalyst specified. The product is [Cl:10][C:11]1[C:12]([CH3:21])=[C:13]([S:17]([NH:9][C:6]2[S:7][CH:8]=[C:4]([CH2:1][CH2:2][CH3:3])[N:5]=2)(=[O:19])=[O:18])[CH:14]=[CH:15][CH:16]=1. The yield is 0.390. (5) The reactants are [CH3:1][O:2][C:3](=[O:13])[C:4]1[CH:9]=[C:8]([Br:10])[C:7]([OH:11])=[C:6]([Br:12])[CH:5]=1.[CH3:14]I. The product is [CH3:1][O:2][C:3](=[O:13])[C:4]1[CH:5]=[C:6]([Br:12])[C:7]([O:11][CH3:14])=[C:8]([Br:10])[CH:9]=1. The yield is 1.00. No catalyst specified. (6) The reactants are [CH:1]([NH:4][C:5]1[C:14]2[C:9](=[CH:10][C:11]([O:20][CH2:21][CH2:22][CH2:23][S:24]([CH3:39])(=[N:26]S(C3C=CC([N+]([O-])=O)=CC=3)(=O)=O)=[O:25])=[C:12]([C:15]([O:17][CH2:18][CH3:19])=[O:16])[CH:13]=2)[N:8]=[CH:7][N:6]=1)([CH3:3])[CH3:2].C(=O)([O-])[O-].[Cs+].[Cs+].C1(S)C=CC=CC=1. The catalyst is C(#N)C.O.C(Cl)Cl. The product is [CH:1]([NH:4][C:5]1[C:14]2[C:9](=[CH:10][C:11]([O:20][CH2:21][CH2:22][CH2:23][S:24]([CH3:39])(=[NH:26])=[O:25])=[C:12]([C:15]([O:17][CH2:18][CH3:19])=[O:16])[CH:13]=2)[N:8]=[CH:7][N:6]=1)([CH3:3])[CH3:2]. The yield is 0.450. (7) The catalyst is C1COCC1.O. The yield is 0.590. The reactants are C(O[CH:5]([O:9]C(=O)C)[C:6](Cl)=[O:7])(=O)C.[Cl:13][C:14]1[C:15]([N+:21]([O-:23])=[O:22])=[C:16]([CH:18]=[CH:19][CH:20]=1)[NH2:17].C(=O)([O-])O.[K+].[Cl-].O[NH3+].S(=O)(=O)(O)O. The product is [Cl:13][C:14]1[C:15]([N+:21]([O-:23])=[O:22])=[C:16]2[C:18]([C:6](=[O:7])[C:5](=[O:9])[NH:17]2)=[CH:19][CH:20]=1.